From a dataset of Forward reaction prediction with 1.9M reactions from USPTO patents (1976-2016). Predict the product of the given reaction. (1) Given the reactants C(OC([N:11]1[CH2:16][CH2:15][CH2:14][C@H:13]([C:17](=[O:19])[NH2:18])[CH2:12]1)=O)C1C=CC=CC=1.Br[CH2:21][C:22]([C:24]1[CH:29]=[CH:28][C:27]([F:30])=[CH:26][C:25]=1[F:31])=O, predict the reaction product. The product is: [F:31][C:25]1[CH:26]=[C:27]([F:30])[CH:28]=[CH:29][C:24]=1[C:22]1[N:18]=[C:17]([C@H:13]2[CH2:14][CH2:15][CH2:16][NH:11][CH2:12]2)[O:19][CH:21]=1. (2) Given the reactants [F:1][C:2]1[CH:3]=[C:4]([C:9]2[NH:10][C:11]([CH3:21])=[C:12]([CH2:14][C:15]([CH3:20])([N+:17]([O-])=O)[CH3:16])[N:13]=2)[CH:5]=[CH:6][C:7]=1[CH3:8], predict the reaction product. The product is: [F:1][C:2]1[CH:3]=[C:4]([C:9]2[NH:10][C:11]([CH3:21])=[C:12]([CH2:14][C:15]([NH2:17])([CH3:16])[CH3:20])[N:13]=2)[CH:5]=[CH:6][C:7]=1[CH3:8].